Dataset: Catalyst prediction with 721,799 reactions and 888 catalyst types from USPTO. Task: Predict which catalyst facilitates the given reaction. (1) Reactant: [C:1]1(=O)[O:5][CH2:4][CH2:3][O:2]1.[F:7][C:8]([F:32])([F:31])[C:9]1[N:13]2[N:14]=[C:15]([N:18]3[CH2:23][CH2:22][CH:21]([C:24]4[CH:29]=[CH:28]C(O)=[CH:26][CH:25]=4)[CH2:20][CH2:19]3)[CH:16]=[CH:17][C:12]2=[N:11][N:10]=1.C(=O)([O-])[O-].[K+].[K+]. Product: [F:32][C:8]([F:7])([F:31])[C:9]1[N:13]2[N:14]=[C:15]([N:18]3[CH2:19][CH2:20][CH:21]([C:24]4[CH:29]=[CH:28][C:1]([O:2][CH2:3][CH2:4][OH:5])=[CH:26][CH:25]=4)[CH2:22][CH2:23]3)[CH:16]=[CH:17][C:12]2=[N:11][N:10]=1. The catalyst class is: 3. (2) Reactant: [CH:1]1([C:6](Cl)=[O:7])[CH2:5][CH2:4][CH2:3][CH2:2]1.[CH3:9][C:10]1[C:16]([OH:17])=[CH:15][CH:14]=[CH:13][C:11]=1[OH:12].[Cl-].[Cl-].[Cl-].[Al+3]. Product: [CH:1]1([C:6]([C:15]2[CH:14]=[CH:13][C:11]([OH:12])=[C:10]([CH3:9])[C:16]=2[OH:17])=[O:7])[CH2:5][CH2:4][CH2:3][CH2:2]1. The catalyst class is: 4.